Dataset: Merck oncology drug combination screen with 23,052 pairs across 39 cell lines. Task: Regression. Given two drug SMILES strings and cell line genomic features, predict the synergy score measuring deviation from expected non-interaction effect. (1) Drug 1: N#Cc1ccc(Cn2cncc2CN2CCN(c3cccc(Cl)c3)C(=O)C2)cc1. Drug 2: COC1=C2CC(C)CC(OC)C(O)C(C)C=C(C)C(OC(N)=O)C(OC)C=CC=C(C)C(=O)NC(=CC1=O)C2=O. Cell line: A427. Synergy scores: synergy=30.8. (2) Drug 1: NC(=O)c1cccc2cn(-c3ccc(C4CCCNC4)cc3)nc12. Drug 2: CCc1c2c(nc3ccc(O)cc13)-c1cc3c(c(=O)n1C2)COC(=O)C3(O)CC. Cell line: OCUBM. Synergy scores: synergy=44.1.